From a dataset of Forward reaction prediction with 1.9M reactions from USPTO patents (1976-2016). Predict the product of the given reaction. (1) Given the reactants C([O-])(=O)C.[O:5]=[C:6]1[C@@H:9]([NH3+:10])[CH2:8][NH:7]1.CCN(C(C)C)C(C)C.[CH:20]1([CH2:26][CH2:27][CH2:28][O:29][C:30](N2C=CC=CC2=O)=[O:31])[CH2:25][CH2:24][CH2:23][CH2:22][CH2:21]1, predict the reaction product. The product is: [CH:20]1([CH2:26][CH2:27][CH2:28][O:29][C:30](=[O:31])[NH:10][C@H:9]2[CH2:8][NH:7][C:6]2=[O:5])[CH2:25][CH2:24][CH2:23][CH2:22][CH2:21]1. (2) Given the reactants Br[C:2]1[CH:7]=[C:6]([CH2:8][NH:9][C:10]2[CH:28]=[CH:27][CH:26]=[CH:25][C:11]=2[C:12]([NH:14][C:15]2[CH:16]=[CH:17][C:18]3[C:22]([CH:23]=2)=[N:21][N:20]([CH3:24])[CH:19]=3)=[O:13])[CH:5]=[CH:4][N:3]=1.CN(C=O)C.C(=O)([O-])[O-].[Cs+].[Cs+].[O:40]1[C:44]2([CH2:49][CH2:48][N:47]([C:50]([NH2:52])=[O:51])[CH2:46][CH2:45]2)[O:43][CH2:42][CH2:41]1, predict the reaction product. The product is: [CH3:24][N:20]1[CH:19]=[C:18]2[C:22]([CH:23]=[C:15]([NH:14][C:12]([C:11]3[CH:25]=[CH:26][CH:27]=[CH:28][C:10]=3[NH:9][CH2:8][C:6]3[CH:5]=[CH:4][N:3]=[C:2]([NH:52][C:50]([N:47]4[CH2:46][CH2:45][C:44]5([O:40][CH2:41][CH2:42][O:43]5)[CH2:49][CH2:48]4)=[O:51])[CH:7]=3)=[O:13])[CH:16]=[CH:17]2)=[N:21]1. (3) Given the reactants [NH2:1][C:2]1[N:6]([CH3:7])[C:5](=[O:8])[C:4]([C:21]2[CH:26]=[CH:25][C:24]([F:27])=[C:23](Br)[CH:22]=2)([C:9]2[CH:14]=[CH:13][CH:12]=[C:11]([S:15]([F:20])([F:19])([F:18])([F:17])[F:16])[CH:10]=2)[N:3]=1.CC1(C)C(C)(C)OB([C:37]2[CH:38]=[N:39][CH:40]=[C:41]([CH:44]=2)[C:42]#[N:43])O1, predict the reaction product. The product is: [NH2:1][C:2]1[N:6]([CH3:7])[C:5](=[O:8])[C:4]([C:21]2[CH:26]=[CH:25][C:24]([F:27])=[C:23]([C:37]3[CH:38]=[N:39][CH:40]=[C:41]([CH:44]=3)[C:42]#[N:43])[CH:22]=2)([C:9]2[CH:14]=[CH:13][CH:12]=[C:11]([S:15]([F:20])([F:19])([F:18])([F:17])[F:16])[CH:10]=2)[N:3]=1. (4) Given the reactants C1C2C(COC([NH:18][C@@H:19]([C:43]3[CH:48]=[CH:47][CH:46]=[CH:45][CH:44]=3)[C:20]3[N:29]([CH2:30][CH2:31][CH2:32][NH:33][C:34](=[O:40])[O:35][C:36]([CH3:39])([CH3:38])[CH3:37])[C:28](=[O:41])[C:27]4[C:22](=[CH:23][CH:24]=[CH:25][C:26]=4[Cl:42])[N:21]=3)=O)C3C(=CC=CC=3)C=2C=CC=1.N1CCCCC1, predict the reaction product. The product is: [NH2:18][C@@H:19]([C:43]1[CH:44]=[CH:45][CH:46]=[CH:47][CH:48]=1)[C:20]1[N:29]([CH2:30][CH2:31][CH2:32][NH:33][C:34](=[O:40])[O:35][C:36]([CH3:39])([CH3:38])[CH3:37])[C:28](=[O:41])[C:27]2[C:22](=[CH:23][CH:24]=[CH:25][C:26]=2[Cl:42])[N:21]=1. (5) Given the reactants [CH3:1][C:2]1[CH:7]=[C:6]([CH3:8])[N:5]2[N:9]=[C:10]([SH:12])[N:11]=[C:4]2[N:3]=1.[F:13][C:14]1[CH:15]=[C:16]([CH:21]=[CH:22][C:23]=1[F:24])[O:17][CH2:18][CH2:19][Br:20].ClC1C=CC(OCCBr)=CC=1F.FC1C=C(O)C=CC=1F.BrCCBr, predict the reaction product. The product is: [F:13][C:14]1[CH:15]=[C:16]([CH:21]=[CH:22][C:23]=1[F:24])[O:17][CH2:18][CH2:19][S:12][C:10]1[N:11]=[C:4]2[N:3]=[C:2]([CH3:1])[CH:7]=[C:6]([CH3:8])[N:5]2[N:9]=1.[F:13][C:14]1[CH:15]=[C:16]([CH:21]=[CH:22][C:23]=1[F:24])[O:17][CH2:18][CH2:19][Br:20]. (6) Given the reactants [Br:1][C:2]1[CH:3]=[C:4]2[C:10]([C:11]3[NH:15][C:14]4[CH:16]=[CH:17][CH:18]=[C:19]([CH2:20][O:21][CH3:22])[C:13]=4[N:12]=3)=[N:9][NH:8][C:5]2=[N:6][CH:7]=1.[H-].[Na+].[CH3:25][Si:26]([CH2:29][CH2:30][O:31][CH2:32]Cl)([CH3:28])[CH3:27], predict the reaction product. The product is: [Br:1][C:2]1[CH:3]=[C:4]2[C:10]([C:11]3[N:15]([CH2:32][O:31][CH2:30][CH2:29][Si:26]([CH3:28])([CH3:27])[CH3:25])[C:14]4[CH:16]=[CH:17][CH:18]=[C:19]([CH2:20][O:21][CH3:22])[C:13]=4[N:12]=3)=[N:9][N:8]([CH2:32][O:31][CH2:30][CH2:29][Si:26]([CH3:28])([CH3:27])[CH3:25])[C:5]2=[N:6][CH:7]=1. (7) Given the reactants C(=O)(O)[O-].[Na+].Cl.[NH2:7][OH:8].[C:9](O[C:9]([O:11][C:12]([CH3:15])([CH3:14])[CH3:13])=[O:10])([O:11][C:12]([CH3:15])([CH3:14])[CH3:13])=[O:10], predict the reaction product. The product is: [C:12]([O:11][C:9](=[O:10])[NH:7][OH:8])([CH3:15])([CH3:14])[CH3:13]. (8) Given the reactants CC(C)([O-])C.[K+].[Br:7][C:8]1[N:9]=[C:10]([C:15]#[C:16][Si](CC)(CC)CC)[C:11]([NH2:14])=[N:12][CH:13]=1, predict the reaction product. The product is: [Br:7][C:8]1[N:9]=[C:10]2[CH:15]=[CH:16][NH:14][C:11]2=[N:12][CH:13]=1.